This data is from Catalyst prediction with 721,799 reactions and 888 catalyst types from USPTO. The task is: Predict which catalyst facilitates the given reaction. (1) Reactant: C([Li])CCC.Br[C:7]1[CH:8]=[C:9]2[C:14](=[CH:15][CH:16]=1)[CH:13]=[C:12]([C:17]1[N:21]=[C:20]([CH3:22])[O:19][N:18]=1)[CH:11]=[CH:10]2.C[O:24][B:25](OC)[O:26]C.Cl. Product: [CH3:22][C:20]1[O:19][N:18]=[C:17]([C:12]2[CH:13]=[C:14]3[C:9](=[CH:10][CH:11]=2)[CH:8]=[C:7]([B:25]([OH:26])[OH:24])[CH:16]=[CH:15]3)[N:21]=1. The catalyst class is: 7. (2) Reactant: [NH2:1][C:2]1[CH2:3][C:4]([C:26]([O:28][CH2:29][CH3:30])=[O:27])=[CH:5][C:6]2[CH:12]=[CH:11][C:10]([C:13]3[CH:18]=[CH:17][C:16]([C:19]([N:21]4[CH2:25][CH2:24][CH2:23][CH2:22]4)=[O:20])=[CH:15][CH:14]=3)=[CH:9][C:7]=2[N:8]=1.[CH3:31][C:32]([O:35][C:36](O[C:36]([O:35][C:32]([CH3:34])([CH3:33])[CH3:31])=[O:37])=[O:37])([CH3:34])[CH3:33]. Product: [C:32]([O:35][C:36]([NH:1][C:2]1[CH2:3][C:4]([C:26]([O:28][CH2:29][CH3:30])=[O:27])=[CH:5][C:6]2[CH:12]=[CH:11][C:10]([C:13]3[CH:18]=[CH:17][C:16]([C:19]([N:21]4[CH2:25][CH2:24][CH2:23][CH2:22]4)=[O:20])=[CH:15][CH:14]=3)=[CH:9][C:7]=2[N:8]=1)=[O:37])([CH3:34])([CH3:33])[CH3:31]. The catalyst class is: 2. (3) Reactant: [CH3:1][N:2]1[CH2:15][CH2:14][C:5]2[NH:6][C:7]3[CH:8]=[CH:9][C:10]([CH3:13])=[CH:11][C:12]=3[C:4]=2[CH2:3]1.[CH:16]1[CH:21]=[CH:20][C:19](/[CH:22]=[CH:23]/Br)=[CH:18][CH:17]=1.N1CCC[C@H]1C(O)=O.P([O-])([O-])([O-])=O.[K+].[K+].[K+]. Product: [CH3:1][N:2]1[CH2:15][CH2:14][C:5]2[N:6](/[CH:23]=[CH:22]/[C:19]3[CH:20]=[CH:21][CH:16]=[CH:17][CH:18]=3)[C:7]3[CH:8]=[CH:9][C:10]([CH3:13])=[CH:11][C:12]=3[C:4]=2[CH2:3]1. The catalyst class is: 122. (4) Reactant: [Cl:1][C:2]1[CH:3]=[C:4]([C@H:8]([O:22][CH2:23][CH2:24][OH:25])[C@@H:9]2[CH2:14][CH2:13][CH2:12][N:11]([C:15]([O:17][C:18]([CH3:21])([CH3:20])[CH3:19])=[O:16])[CH2:10]2)[CH:5]=[CH:6][CH:7]=1.CCN(CC)CC.[CH3:33][S:34](Cl)(=[O:36])=[O:35].O. Product: [Cl:1][C:2]1[CH:3]=[C:4]([C@H:8]([O:22][CH2:23][CH2:24][O:25][S:34]([CH3:33])(=[O:36])=[O:35])[C@@H:9]2[CH2:14][CH2:13][CH2:12][N:11]([C:15]([O:17][C:18]([CH3:20])([CH3:21])[CH3:19])=[O:16])[CH2:10]2)[CH:5]=[CH:6][CH:7]=1. The catalyst class is: 2. (5) Reactant: C[O:2][C:3](=[O:12])[CH2:4][C:5]1[CH:10]=[CH:9][CH:8]=[CH:7][C:6]=1Br.[CH:13]1([SH:18])[CH2:17][CH2:16][CH2:15][CH2:14]1.[NH2:19][C:20]1[S:21][CH:22]=[CH:23][N:24]=1. Product: [CH:13]1([S:18][CH:4]([C:5]2[CH:10]=[CH:9][CH:8]=[CH:7][CH:6]=2)[C:3]([OH:2])=[O:12])[CH2:17][CH2:16][CH2:15][CH2:14]1.[CH:13]1([S:18][CH:4]([C:5]2[CH:6]=[CH:7][CH:8]=[CH:9][CH:10]=2)[C:3]([NH:19][C:20]2[S:21][CH:22]=[CH:23][N:24]=2)=[O:12])[CH2:17][CH2:16][CH2:15][CH2:14]1. The catalyst class is: 1. (6) Reactant: [C:1]([NH:5][C:6]1[C:7](/[CH:26]=[N:27]/O)=[N:8][C:9]2[C:14]([N:15]=1)=[C:13]([C:16]1[NH:24][C:23]3[CH2:22][CH2:21][NH:20][C:19](=[O:25])[C:18]=3[CH:17]=1)[CH:12]=[CH:11][CH:10]=2)([CH3:4])([CH3:3])[CH3:2].CCCP1(OP(CCC)(=O)OP(CCC)(=O)O1)=O. Product: [C:1]([NH:5][C:6]1[C:7]([C:26]#[N:27])=[N:8][C:9]2[C:14]([N:15]=1)=[C:13]([C:16]1[NH:24][C:23]3[CH2:22][CH2:21][NH:20][C:19](=[O:25])[C:18]=3[CH:17]=1)[CH:12]=[CH:11][CH:10]=2)([CH3:4])([CH3:2])[CH3:3]. The catalyst class is: 634.